Dataset: Forward reaction prediction with 1.9M reactions from USPTO patents (1976-2016). Task: Predict the product of the given reaction. (1) Given the reactants [O:1]1[C:5]2[CH:6]=[CH:7][CH:8]=[CH:9][C:4]=2[CH:3]=[C:2]1[S:10]([NH:13][C:14]1[CH:19]=[C:18]([Cl:20])[CH:17]=[CH:16][C:15]=1[S:21][CH2:22][C:23]1[N:24]=[C:25]([NH:28]C(=O)OC(C)(C)C)[S:26][CH:27]=1)(=[O:12])=[O:11].C(O)(C(F)(F)F)=O, predict the reaction product. The product is: [NH2:28][C:25]1[S:26][CH:27]=[C:23]([CH2:22][S:21][C:15]2[CH:16]=[CH:17][C:18]([Cl:20])=[CH:19][C:14]=2[NH:13][S:10]([C:2]2[O:1][C:5]3[CH:6]=[CH:7][CH:8]=[CH:9][C:4]=3[CH:3]=2)(=[O:12])=[O:11])[N:24]=1. (2) Given the reactants [CH3:1][O:2][C:3]1[CH:8]=[CH:7][C:6]([S:9]([N:12]2[C:20]3[C:15](=[CH:16][C:17]([N:21]4[CH2:26][CH2:25][N:24](CC5C=CC=CC=5)[CH2:23][CH2:22]4)=[CH:18][CH:19]=3)[CH:14]=[CH:13]2)(=[O:11])=[O:10])=[CH:5][CH:4]=1.C(Cl)[Cl:35], predict the reaction product. The product is: [ClH:35].[CH3:1][O:2][C:3]1[CH:4]=[CH:5][C:6]([S:9]([N:12]2[C:20]3[C:15](=[CH:16][C:17]([N:21]4[CH2:26][CH2:25][NH:24][CH2:23][CH2:22]4)=[CH:18][CH:19]=3)[CH:14]=[CH:13]2)(=[O:11])=[O:10])=[CH:7][CH:8]=1.